Task: Predict which catalyst facilitates the given reaction.. Dataset: Catalyst prediction with 721,799 reactions and 888 catalyst types from USPTO (1) Reactant: Cl.[NH2:2][C:3]1[C:4]2[C:5]3[C:6](=[N:18][N:19]([CH2:21][C:22]4[C:27]([Cl:28])=[C:26]([O:29][CH3:30])[C:25]([CH3:31])=[CH:24][N:23]=4)[N:20]=2)[CH:7]=[C:8]([CH2:13][C:14]([NH:16][CH3:17])=[O:15])[C:9]=3[CH2:10][S:11][N:12]=1. Product: [ClH:28].[NH2:2][C:3]1[C:4]2[C:5]3[C:6](=[N:18][N:19]([CH2:21][C:22]4[C:27]([Cl:28])=[C:26]([O:29][CH3:30])[C:25]([CH3:31])=[CH:24][N:23]=4)[N:20]=2)[CH:7]=[C:8]([CH2:13][C:14]([NH:16][CH3:17])=[O:15])[C:9]=3[CH2:10][S:11][N:12]=1. The catalyst class is: 8. (2) Reactant: [Cl:1][C:2]1[C:3]2[CH:10]=[CH:9][N:8]([CH:11]3[CH2:14][CH:13]([CH2:15][O:16][C:17](=[O:24])[C:18]4[CH:23]=[CH:22][CH:21]=[CH:20][CH:19]=4)[CH2:12]3)[C:4]=2[N:5]=[CH:6][N:7]=1.[I:25]N1C(=O)CCC1=O.CN(C=O)C.C(OCC)(=O)C. Product: [Cl:1][C:2]1[C:3]2[C:10]([I:25])=[CH:9][N:8]([C@@H:11]3[CH2:14][C@H:13]([CH2:15][O:16][C:17](=[O:24])[C:18]4[CH:19]=[CH:20][CH:21]=[CH:22][CH:23]=4)[CH2:12]3)[C:4]=2[N:5]=[CH:6][N:7]=1. The catalyst class is: 6. (3) Reactant: C(N(CC)CC)C.[CH2:8]1[C:16]2[C:11](=[CH:12][CH:13]=[CH:14][CH:15]=2)[CH2:10][NH:9]1.[Cl:17][C:18]([Cl:23])([Cl:22])[C:19](Cl)=[O:20]. Product: [Cl:17][C:18]([Cl:23])([Cl:22])[C:19]([N:9]1[CH2:10][C:11]2[C:16](=[CH:15][CH:14]=[CH:13][CH:12]=2)[CH2:8]1)=[O:20]. The catalyst class is: 22. (4) Product: [CH2:1]([O:3][C:4]([C:6]1[C:11]([NH:14][C:15]2[CH:16]=[N:17][CH:18]=[N:19][CH:20]=2)=[CH:10][CH:9]=[C:8]([CH3:13])[N:7]=1)=[O:5])[CH3:2]. The catalyst class is: 45. Reactant: [CH2:1]([O:3][C:4]([C:6]1[C:11](Br)=[CH:10][CH:9]=[C:8]([CH3:13])[N:7]=1)=[O:5])[CH3:2].[NH2:14][C:15]1[CH:16]=[N:17][CH:18]=[N:19][CH:20]=1.